From a dataset of Reaction yield outcomes from USPTO patents with 853,638 reactions. Predict the reaction yield, written as a fraction of the theoretical maximum amount of product (1.0 means a 100% yield; for example, 0.34 means a 34% yield). (1) The reactants are [Br:1]Br.[CH3:3][C:4]1[N:9]([C:10]2[CH:15]=[CH:14][CH:13]=[C:12]([C:16]([F:19])([F:18])[F:17])[CH:11]=2)[C:8](=[O:20])[C:7]([C:21]([NH:23][CH2:24][C:25]2[CH:30]=[CH:29][C:28]([S:31]([CH3:34])(=[O:33])=[O:32])=[CH:27][CH:26]=2)=[O:22])=[CH:6][C:5]=1[C:35](=[O:38])[CH2:36][CH3:37]. The catalyst is C1COCC1. The product is [Br:1][CH:36]([CH3:37])[C:35]([C:5]1[CH:6]=[C:7]([C:21]([NH:23][CH2:24][C:25]2[CH:26]=[CH:27][C:28]([S:31]([CH3:34])(=[O:32])=[O:33])=[CH:29][CH:30]=2)=[O:22])[C:8](=[O:20])[N:9]([C:10]2[CH:15]=[CH:14][CH:13]=[C:12]([C:16]([F:19])([F:18])[F:17])[CH:11]=2)[C:4]=1[CH3:3])=[O:38]. The yield is 0.990. (2) The reactants are [C:1]([O:5][C:6]([NH:8][C:9]1([C:14]([OH:16])=[O:15])[CH2:13][CH2:12][CH2:11][CH2:10]1)=[O:7])([CH3:4])([CH3:3])[CH3:2].[C:17](=O)([O-])[O-].[K+].[K+].IC. The catalyst is CC(C)=O. The product is [CH3:17][O:15][C:14]([C:9]1([NH:8][C:6]([O:5][C:1]([CH3:4])([CH3:2])[CH3:3])=[O:7])[CH2:13][CH2:12][CH2:11][CH2:10]1)=[O:16]. The yield is 0.990.